This data is from Full USPTO retrosynthesis dataset with 1.9M reactions from patents (1976-2016). The task is: Predict the reactants needed to synthesize the given product. (1) Given the product [CH3:10][N:11]([CH3:26])[C:12]1[C:19]([CH:20]([CH3:21])[CH3:22])=[CH:18][C:15]([CH:16]([OH:17])[C:1]#[CH:2])=[CH:14][C:13]=1[CH:23]([CH3:25])[CH3:24], predict the reactants needed to synthesize it. The reactants are: [C:1]([Mg]Br)#[CH:2].C1COCC1.[CH3:10][N:11]([CH3:26])[C:12]1[C:19]([CH:20]([CH3:22])[CH3:21])=[CH:18][C:15]([CH:16]=[O:17])=[CH:14][C:13]=1[CH:23]([CH3:25])[CH3:24]. (2) Given the product [CH2:10]([O:12][C:13](=[O:33])[C:14]([OH:32])([CH3:31])[CH2:15][C:17]1[CH:22]=[CH:21][C:20]([O:23][CH2:24][C:25]2[CH:26]=[CH:27][CH:28]=[CH:29][CH:30]=2)=[CH:19][CH:18]=1)[CH3:11], predict the reactants needed to synthesize it. The reactants are: B(F)(F)F.CCOCC.[CH2:10]([O:12][C:13](=[O:33])[C:14]([OH:32])([CH3:31])[CH:15]([C:17]1[CH:22]=[CH:21][C:20]([O:23][CH2:24][C:25]2[CH:30]=[CH:29][CH:28]=[CH:27][CH:26]=2)=[CH:19][CH:18]=1)O)[CH3:11].C([SiH](CC)CC)C. (3) Given the product [Br:8][C:4]1[CH:5]=[CH:6][CH:7]=[C:2]([C:11]2[C:12]([CH3:17])=[CH:13][C:14]([CH3:16])=[CH:15][C:10]=2[CH3:9])[N:3]=1, predict the reactants needed to synthesize it. The reactants are: Br[C:2]1[CH:7]=[CH:6][CH:5]=[C:4]([Br:8])[N:3]=1.[CH3:9][C:10]1[CH:15]=[C:14]([CH3:16])[CH:13]=[C:12]([CH3:17])[C:11]=1B(O)O.CC(C)([O-])C.[K+]. (4) The reactants are: C[O-].[Na+].[NH2:4][C@H:5]([C:9]([OH:11])=[O:10])[CH:6]([CH3:8])[CH3:7].[Br:12][C:13]1[CH:20]=[CH:19][C:16]([CH:17]=O)=[CH:15][CH:14]=1.B.[Na]. Given the product [Br:12][C:13]1[CH:20]=[CH:19][C:16]([CH2:17][C@:5]([NH2:4])([CH:6]([CH3:8])[CH3:7])[C:9]([OH:11])=[O:10])=[CH:15][CH:14]=1, predict the reactants needed to synthesize it. (5) Given the product [Cl:9][C:10]1[CH:11]=[CH:12][C:13]([C:16]2[C:17](=[O:26])[NH:18][C:19]3([CH2:25][CH2:24][CH2:23][CH2:22][CH2:21]3)[N:20]=2)=[CH:14][CH:15]=1, predict the reactants needed to synthesize it. The reactants are: BrN1C(=O)CCC1=O.[Cl:9][C:10]1[CH:15]=[CH:14][C:13]([CH:16]2[NH:20][C:19]3([CH2:25][CH2:24][CH2:23][CH2:22][CH2:21]3)[NH:18][C:17]2=[O:26])=[CH:12][CH:11]=1.C(=O)(O)[O-].[Na+]. (6) Given the product [CH2:7]([O:14][CH2:15][C@H:16]1[CH2:18][C@@H:17]1[CH2:19][OH:20])[C:8]1[CH:13]=[CH:12][CH:11]=[CH:10][CH:9]=1, predict the reactants needed to synthesize it. The reactants are: [H-].[Al+3].[Li+].[H-].[H-].[H-].[CH2:7]([O:14][CH2:15][C@H:16]1[CH2:18][C@@H:17]1[C:19](OC)=[O:20])[C:8]1[CH:13]=[CH:12][CH:11]=[CH:10][CH:9]=1.C(OCC)(=O)C.C(C(C(C([O-])=O)O)O)([O-])=O.[Na+].[K+]. (7) Given the product [F:1][C:2]1[CH:3]=[C:4]2[C:8](=[CH:9][CH:10]=1)[NH:7][C:6]([C:11]([N:34]1[CH2:35][CH2:36][N:31]([C:26]3[CH:27]=[CH:28][CH:29]=[CH:30][N:25]=3)[CH2:32][CH2:33]1)=[O:13])=[CH:5]2, predict the reactants needed to synthesize it. The reactants are: [F:1][C:2]1[CH:3]=[C:4]2[C:8](=[CH:9][CH:10]=1)[NH:7][C:6]([C:11]([OH:13])=O)=[CH:5]2.CCN=C=NCCCN(C)C.[N:25]1[CH:30]=[CH:29][CH:28]=[CH:27][C:26]=1[N:31]1[CH2:36][CH2:35][NH:34][CH2:33][CH2:32]1.